This data is from Tox21: 12 toxicity assays (nuclear receptors and stress response pathways). The task is: Binary classification across 12 toxicity assays. (1) The compound is CCOC(=O)CC(SP(=O)(OC)OC)C(=O)OCC. It tested positive (active) for: SR-ARE (Antioxidant Response Element (oxidative stress)). (2) The molecule is ClC1=C(Cl)[C@]2(Cl)[C@H]3[C@H](C4C=C[C@H]3C4)C1(Cl)C2(Cl)Cl. It tested positive (active) for: SR-MMP (Mitochondrial Membrane Potential disruption). (3) The molecule is C[C@]12CC[C@H]3[C@@H](CC=C4C[C@@H](OS(=O)(=O)[O-])CC[C@@]43C)[C@@H]1CCC2=O. It tested positive (active) for: NR-AR (Androgen Receptor agonist activity), and NR-ER (Estrogen Receptor agonist activity). (4) The drug is Oc1cccc2cccnc12.Oc1cccc2cccnc12. It tested positive (active) for: NR-ER-LBD (Estrogen Receptor Ligand Binding Domain agonist), SR-ARE (Antioxidant Response Element (oxidative stress)), SR-HSE (Heat Shock Element response), and SR-p53 (p53 tumor suppressor activation). (5) The drug is CCCCCCCCCC(=O)NO. It tested positive (active) for: SR-p53 (p53 tumor suppressor activation). (6) The molecule is NC(=O)Oc1ccc(Cc2ccccc2)cc1. It tested positive (active) for: NR-ER (Estrogen Receptor agonist activity), and SR-MMP (Mitochondrial Membrane Potential disruption). (7) The drug is CC(C)(CO)CO. It tested positive (active) for: NR-ER-LBD (Estrogen Receptor Ligand Binding Domain agonist).